Dataset: Peptide-MHC class II binding affinity with 134,281 pairs from IEDB. Task: Regression. Given a peptide amino acid sequence and an MHC pseudo amino acid sequence, predict their binding affinity value. This is MHC class II binding data. (1) The peptide sequence is PTPKGTVMDIISRKDQR. The MHC is DRB1_0301 with pseudo-sequence DRB1_0301. The binding affinity (normalized) is 0.347. (2) The peptide sequence is TVFGSAFQGLFGGLNKK. The MHC is HLA-DQA10201-DQB10402 with pseudo-sequence HLA-DQA10201-DQB10402. The binding affinity (normalized) is 0. (3) The peptide sequence is AVTFVNAPALAAERG. The MHC is DRB1_1201 with pseudo-sequence DRB1_1201. The binding affinity (normalized) is 0.433. (4) The peptide sequence is EIDSADKSGCIHNHD. The MHC is H-2-IAb with pseudo-sequence H-2-IAb. The binding affinity (normalized) is 0.